From a dataset of Reaction yield outcomes from USPTO patents with 853,638 reactions. Predict the reaction yield, written as a fraction of the theoretical maximum amount of product (1.0 means a 100% yield; for example, 0.34 means a 34% yield). (1) The reactants are Br[C:2]1[C:3](=[O:17])[C:4]([CH3:16])([CH3:15])[O:5][C:6]=1[C:7]1[CH:12]=[CH:11][C:10]([O:13][CH3:14])=[CH:9][CH:8]=1.[CH2:18]([O:25][C:26]1[CH:31]=[CH:30][C:29](B2OC(C)(C)C(C)(C)O2)=[CH:28][CH:27]=1)[C:19]1[CH:24]=[CH:23][CH:22]=[CH:21][CH:20]=1.C([O-])([O-])=O.[Cs+].[Cs+]. The catalyst is C1(C)C=CC=CC=1.O.[Pd]. The product is [CH2:18]([O:25][C:26]1[CH:31]=[CH:30][C:29]([C:2]2[C:3](=[O:17])[C:4]([CH3:16])([CH3:15])[O:5][C:6]=2[C:7]2[CH:12]=[CH:11][C:10]([O:13][CH3:14])=[CH:9][CH:8]=2)=[CH:28][CH:27]=1)[C:19]1[CH:24]=[CH:23][CH:22]=[CH:21][CH:20]=1. The yield is 0.730. (2) The reactants are [CH3:1][O:2][C:3](=[O:14])[C:4]1[CH:9]=[CH:8][C:7](Cl)=[C:6]([N+:11]([O-:13])=[O:12])[CH:5]=1.[NH2:15][C:16]1[CH:21]=[CH:20][C:19]([SH:22])=[CH:18][CH:17]=1.C([O-])([O-])=O.[K+].[K+].O. The catalyst is CN(C=O)C.O(C(C)C)C(C)C. The product is [CH3:1][O:2][C:3](=[O:14])[C:4]1[CH:9]=[CH:8][C:7]([S:22][C:19]2[CH:20]=[CH:21][C:16]([NH2:15])=[CH:17][CH:18]=2)=[C:6]([N+:11]([O-:13])=[O:12])[CH:5]=1. The yield is 0.900. (3) The reactants are [F:1][C:2]1[CH:7]=[CH:6][C:5]([CH:8]2[CH:17]([C:18]3[S:19][CH:20]=[CH:21][N:22]=3)[C:16](=O)[C:15]3[C:14]([C:24]([O:26]CC)=O)=[CH:13][CH:12]=[CH:11][C:10]=3[NH:9]2)=[CH:4][CH:3]=1.O.[NH2:30][NH2:31]. The catalyst is CO. The product is [F:1][C:2]1[CH:7]=[CH:6][C:5]([CH:8]2[NH:9][C:10]3[C:15]4[C:16](=[N:30][NH:31][C:24](=[O:26])[C:14]=4[CH:13]=[CH:12][CH:11]=3)[CH:17]2[C:18]2[S:19][CH:20]=[CH:21][N:22]=2)=[CH:4][CH:3]=1. The yield is 0.0200. (4) The reactants are [NH2:1][CH2:2][CH2:3][C:4]1[C:12]2[C:7](=[CH:8][CH:9]=[CH:10][CH:11]=2)[NH:6][CH:5]=1.C(=O)(O)[O-].[Na+].[N+:18]([C:21]1[CH:26]=[C:25]([N+:27]([O-:29])=[O:28])[CH:24]=[CH:23][C:22]=1F)([O-:20])=[O:19]. The catalyst is O.C(O)C. The product is [N+:18]([C:21]1[CH:26]=[C:25]([N+:27]([O-:29])=[O:28])[CH:24]=[CH:23][C:22]=1[NH:1][CH2:2][CH2:3][C:4]1[C:12]2[C:7](=[CH:8][CH:9]=[CH:10][CH:11]=2)[NH:6][CH:5]=1)([O-:20])=[O:19]. The yield is 0.900. (5) The reactants are C(C1C=CC(C(C)(CCCCC(=O)CCCCC(C2C=CC(CC(C)C)=CC=2)(C)C(O)=O)C(O)=O)=CC=1)C(C)C.C([O:43][C:44](=[O:68])[C:45]([CH3:67])([CH3:66])[CH2:46][CH2:47][CH2:48][CH2:49][CH2:50][C:51](=[O:65])[CH2:52][CH2:53][CH2:54][CH2:55][CH2:56][C:57]([CH3:64])([CH3:63])[C:58]([O:60]CC)=[O:59])C.[OH-].[K+]. The catalyst is C(O)C.O. The product is [CH3:63][C:57]([CH3:64])([CH2:56][CH2:55][CH2:54][CH2:53][CH2:52][C:51](=[O:65])[CH2:50][CH2:49][CH2:48][CH2:47][CH2:46][C:45]([CH3:67])([CH3:66])[C:44]([OH:68])=[O:43])[C:58]([OH:60])=[O:59]. The yield is 0.570. (6) The reactants are C([O:5][C:6]([C:8]1[S:9][C:10]([C:24]2[S:28][C:27]3[CH:29]=[CH:30][CH:31]=[CH:32][C:26]=3[CH:25]=2)=[CH:11][C:12]=1[NH:13][S:14]([C:17]1[C:18]([CH3:23])=[CH:19][CH:20]=[CH:21][CH:22]=1)(=[O:16])=[O:15])=[O:7])(C)(C)C.C(O)(C(F)(F)F)=O. No catalyst specified. The product is [S:28]1[C:24]([C:10]2[S:9][C:8]([C:6]([OH:7])=[O:5])=[C:12]([NH:13][S:14]([C:17]3[C:18]([CH3:23])=[CH:19][CH:20]=[CH:21][CH:22]=3)(=[O:16])=[O:15])[CH:11]=2)=[CH:25][C:26]2[CH:32]=[CH:31][CH:30]=[CH:29][C:27]1=2. The yield is 0.990.